Dataset: Forward reaction prediction with 1.9M reactions from USPTO patents (1976-2016). Task: Predict the product of the given reaction. (1) Given the reactants [F:1][C:2]1[CH:7]=[C:6]([F:8])[C:5]([F:9])=[CH:4][C:3]=1[N:10]1[CH2:15][CH2:14][NH:13][CH2:12][CH2:11]1.Cl[CH2:17][C@H:18]([N:20]1[C:29](=[O:30])[CH2:28][C:23]2([CH2:27][CH2:26][CH2:25][CH2:24]2)[CH2:22][C:21]1=[O:31])[CH3:19], predict the reaction product. The product is: [F:1][C:2]1[CH:7]=[C:6]([F:8])[C:5]([F:9])=[CH:4][C:3]=1[N:10]1[CH2:11][CH2:12][N:13]([CH2:19][C@H:18]([N:20]2[C:29](=[O:30])[CH2:28][C:23]3([CH2:27][CH2:26][CH2:25][CH2:24]3)[CH2:22][C:21]2=[O:31])[CH3:17])[CH2:14][CH2:15]1. (2) Given the reactants [NH2:1][C:2]1[CH:3]=[CH:4][C:5]([O:8][C:9]2[CH:14]=[CH:13][C:12]([CH2:15][CH2:16][C:17]([N:19]3[CH2:24][CH2:23][N:22]([CH2:25][C:26]4[CH:34]=[CH:33][C:32]5OCO[C:28]=5[CH:27]=4)[CH2:21][CH2:20]3)=[O:18])=[CH:11][CH:10]=2)=[N:6][CH:7]=1.[CH:35]1[C:40]([CH:41]=O)=[CH:39][C:38]2[O:43][CH2:44][O:45][C:37]=2[CH:36]=1.[BH4-].[Na+], predict the reaction product. The product is: [CH2:25]([N:22]1[CH2:23][CH2:24][N:19]([C:17](=[O:18])[CH2:16][CH2:15][C:12]2[CH:13]=[CH:14][C:9]([O:8][C:5]3[CH:4]=[CH:3][C:2]([NH:1][CH2:41][C:40]4[CH:35]=[CH:36][C:37]5[O:45][CH2:44][O:43][C:38]=5[CH:39]=4)=[CH:7][N:6]=3)=[CH:10][CH:11]=2)[CH2:20][CH2:21]1)[C:26]1[CH:34]=[CH:33][CH:32]=[CH:28][CH:27]=1. (3) Given the reactants C([O:3][C:4](=[O:17])[C:5]([CH3:16])([S:7]([CH2:10][CH2:11][C:12]([F:15])([F:14])[F:13])(=[O:9])=[O:8])[CH3:6])C.[Li+].[OH-], predict the reaction product. The product is: [CH3:16][C:5]([S:7]([CH2:10][CH2:11][C:12]([F:14])([F:15])[F:13])(=[O:9])=[O:8])([CH3:6])[C:4]([OH:17])=[O:3]. (4) Given the reactants C([SiH](CC)CC)C.FC(F)(F)C(O)=O.[CH2:15]([CH:22]1[C:30]2[C:25](=[CH:26][CH:27]=[CH:28][CH:29]=2)[C:24]([C:32]2[N:33]=[CH:34][N:35](C(C3C=CC=CC=3)(C3C=CC=CC=3)C3C=CC=CC=3)[CH:36]=2)(O)[CH2:23]1)[C:16]1[CH:21]=[CH:20][CH:19]=[CH:18][CH:17]=1, predict the reaction product. The product is: [CH2:15]([CH:22]1[C:30]2[C:25](=[CH:26][CH:27]=[CH:28][CH:29]=2)[C:24]([C:32]2[N:33]=[CH:34][NH:35][CH:36]=2)=[CH:23]1)[C:16]1[CH:17]=[CH:18][CH:19]=[CH:20][CH:21]=1. (5) Given the reactants [Br:1][CH2:2][CH2:3][CH2:4][CH2:5][CH2:6][CH2:7][CH:8]=O.N([CH2:17][CH2:18]O)(CCO)CCO.[CH2:20](OCC)C, predict the reaction product. The product is: [Br:1][CH2:2][CH2:3][CH2:4][CH2:5][CH2:6][CH2:7][CH:8]=[CH:20][CH:17]=[CH2:18].